Dataset: Catalyst prediction with 721,799 reactions and 888 catalyst types from USPTO. Task: Predict which catalyst facilitates the given reaction. (1) Reactant: [Cl:1][C:2]1[CH:3]=[N:4][N:5]([CH3:16])[C:6]=1[C:7]1[CH:8]=[C:9]([C:13]([OH:15])=O)[S:10][C:11]=1[CH3:12].[NH2:17][C@@H:18]([CH2:31][C:32]1[CH:37]=[C:36]([F:38])[CH:35]=[CH:34][C:33]=1[F:39])[CH2:19][N:20]1[C:28](=[O:29])[C:27]2[C:22](=[CH:23][CH:24]=[CH:25][CH:26]=2)[C:21]1=[O:30].FC1C=CC=C(F)C=1C[C@@H](C(O)=O)N.C1CN([P+](Br)(N2CCCC2)N2CCCC2)CC1.F[P-](F)(F)(F)(F)F.CCN(C(C)C)C(C)C. Product: [Cl:1][C:2]1[CH:3]=[N:4][N:5]([CH3:16])[C:6]=1[C:7]1[CH:8]=[C:9]([C:13]([NH:17][C@H:18]([CH2:19][N:20]2[C:28](=[O:29])[C:27]3[C:22](=[CH:23][CH:24]=[CH:25][CH:26]=3)[C:21]2=[O:30])[CH2:31][C:32]2[CH:37]=[C:36]([F:38])[CH:35]=[CH:34][C:33]=2[F:39])=[O:15])[S:10][C:11]=1[CH3:12]. The catalyst class is: 22. (2) Reactant: [C:1](N1C2C(=NC=CC=2)N=N1)(=[O:3])[CH3:2].[OH:13][CH2:14][CH2:15][O:16][C:17]1[CH:22]=[CH:21][C:20]([OH:23])=[C:19]([O:24][CH3:25])[CH:18]=1.[OH-].[Na+]. Product: [C:1]([O:23][C:20]1[CH:21]=[CH:22][C:17]([O:16][CH2:15][CH2:14][OH:13])=[CH:18][C:19]=1[O:24][CH3:25])(=[O:3])[CH3:2]. The catalyst class is: 295.